The task is: Predict the reactants needed to synthesize the given product.. This data is from Full USPTO retrosynthesis dataset with 1.9M reactions from patents (1976-2016). (1) Given the product [Br:1][C:2]1[C:7](=[O:8])[NH:6][CH:5]=[C:4]([C:9]([NH:22][CH:19]2[CH2:21][CH2:20]2)=[O:11])[CH:3]=1, predict the reactants needed to synthesize it. The reactants are: [Br:1][C:2]1[C:7](=[O:8])[NH:6][CH:5]=[C:4]([C:9]([OH:11])=O)[CH:3]=1.CCN(CC)CC.[CH:19]1([NH2:22])[CH2:21][CH2:20]1. (2) Given the product [Cl:30][C:19]1[C:20]([C:22]2[C:27]([CH3:28])=[CH:26][C:25]([CH3:29])=[CH:24][N:23]=2)=[CH:21][C:16]([N:7]2[CH2:8][CH2:9][N:4]3[CH:3]=[C:2]([C:10]([O:12][CH2:13][CH3:14])=[O:11])[N:1]=[C:5]3[CH2:6]2)=[N:17][CH:18]=1, predict the reactants needed to synthesize it. The reactants are: [N:1]1[C:2]([C:10]([O:12][CH2:13][CH3:14])=[O:11])=[CH:3][N:4]2[CH2:9][CH2:8][NH:7][CH2:6][C:5]=12.Cl[C:16]1[CH:21]=[C:20]([C:22]2[C:27]([CH3:28])=[CH:26][C:25]([CH3:29])=[CH:24][N:23]=2)[C:19]([Cl:30])=[CH:18][N:17]=1.[F-].[Cs+]. (3) Given the product [CH:29]1([CH2:34][CH:35]([C:46]2[CH:51]=[CH:50][CH:49]=[C:48]([C:52]([F:55])([F:54])[F:53])[CH:47]=2)[C:36]([NH:38][C:39]2[CH:44]=[CH:43][N:42]=[CH:41][N:40]=2)=[O:37])[CH2:33][CH2:32][CH2:31][CH2:30]1, predict the reactants needed to synthesize it. The reactants are: C1(CC(C2C=CC=C(C(F)(F)F)C=2)C(O)=O)CCCC1.NC1C=CN=C(C)N=1.[CH:29]1([CH2:34][CH:35]([C:46]2[CH:51]=[CH:50][CH:49]=[C:48]([C:52]([F:55])([F:54])[F:53])[CH:47]=2)[C:36]([NH:38][C:39]2[CH:44]=[CH:43][N:42]=[C:41](C)[N:40]=2)=[O:37])[CH2:33][CH2:32][CH2:31][CH2:30]1. (4) Given the product [Cl:1][C:2]1[CH:3]=[C:4]2[N:22]([CH2:23][O:24][CH2:25][CH2:26][Si:27]([CH3:30])([CH3:28])[CH3:29])[C:21]([O:31][C@H:32]3[C@H:36]4[O:37][CH2:38][C@@H:39]([OH:40])[C@H:35]4[O:34][CH2:33]3)=[N:20][C:5]2=[N:6][C:7]=1[C:8]1[CH:13]=[CH:12][C:11]([CH:14]2[CH2:19][CH2:18][S:17][CH2:16][CH2:15]2)=[CH:10][CH:9]=1, predict the reactants needed to synthesize it. The reactants are: [Cl:1][C:2]1[CH:3]=[C:4]2[N:22]([CH2:23][O:24][CH2:25][CH2:26][Si:27]([CH3:30])([CH3:29])[CH3:28])[C:21]([O:31][C@H:32]3[C@H:36]4[O:37][CH2:38][C@@H:39]([OH:40])[C@H:35]4[O:34][CH2:33]3)=[N:20][C:5]2=[N:6][C:7]=1[C:8]1[CH:13]=[CH:12][C:11]([C:14]2[CH2:15][CH2:16][S:17][CH2:18][CH:19]=2)=[CH:10][CH:9]=1.